From a dataset of Reaction yield outcomes from USPTO patents with 853,638 reactions. Predict the reaction yield, written as a fraction of the theoretical maximum amount of product (1.0 means a 100% yield; for example, 0.34 means a 34% yield). The reactants are CCN(C(C)C)C(C)C.[CH2:10]([O:17][C:18](=[O:30])[NH:19][CH:20]1[CH2:28][C:27]2[C:22](=[CH:23][CH:24]=[C:25](Br)[CH:26]=2)[CH2:21]1)[C:11]1[CH:16]=[CH:15][CH:14]=[CH:13][CH:12]=1.[C:31]([O:35][CH2:36][CH3:37])(=[O:34])[CH:32]=[CH2:33]. The catalyst is CC#N.C([O-])(=O)C.[Pd+2].C([O-])(=O)C.C1(C)C=CC=CC=1P(C1C=CC=CC=1C)C1C=CC=CC=1C. The product is [CH2:10]([O:17][C:18]([NH:19][CH:20]1[CH2:28][C:27]2[C:22](=[CH:23][CH:24]=[C:25](/[CH:33]=[CH:32]/[C:31]([O:35][CH2:36][CH3:37])=[O:34])[CH:26]=2)[CH2:21]1)=[O:30])[C:11]1[CH:16]=[CH:15][CH:14]=[CH:13][CH:12]=1. The yield is 0.570.